This data is from Drug-target binding data from BindingDB using IC50 measurements. The task is: Regression. Given a target protein amino acid sequence and a drug SMILES string, predict the binding affinity score between them. We predict pIC50 (pIC50 = -log10(IC50 in M); higher means more potent). Dataset: bindingdb_ic50. (1) The compound is CCn1nccc1C1CCCN1c1nc2cc(-c3noc(=O)[nH]3)nc(-c3cncc(Cl)c3)c2n1C[C@H]1CC[C@H](C)CC1. The target protein sequence is MCNTNMSVPTDGAVTTSQIPASEQETLVRPKPLLLKLLKSVGAQKDTYTMKEVLFYLGQYIMTKRLYDEKQQHIVYCSNDLLGDLFGVPSFSVKEHRKIYTMIYRNLVVVNQQESSDSGTSVSENRCHLEGGSDQKDLVQELQEEKPSSSHLVSRPSTSSRRRAISETEENSDELSGERQRKRHKSDSISLSFDESLALCVIREICCERSSSSESTGTPSNPDLDAGVSEHSGDWLDQDSVSDQFSVEFEVESLDSEDYSLSEEGQELSDEDDEVYQVTVYQAGESDTDSFEEDPEISLADYWKCTSCNEMNPPLPSHCNRCWALRENWLPEDKGKDKGEISEKAKLENSTQAEEGFDVPDCKKTIVNDSRESCVEENDDKITQASQSQESEDYSQPSTSSSIIYSSQEDVKEFEREETQDKEESVESSLPLNAIEPCVICQGRPKNGCIVHGKTGHLMACFTCAKKLKKRNKPCPVCRQPIQMIVLTYFP. The pIC50 is 8.5. (2) The compound is Cc1ccc2ccc(-c3cc(Br)cc(C#N)c3)cc2n1. The target protein (P31424) has sequence MVLLLILSVLLLKEDVRGSAQSSERRVVAHMPGDIIIGALFSVHHQPTVDKVHERKCGAVREQYGIQRVEAMLHTLERINSDPTLLPNITLGCEIRDSCWHSAVALEQSIEFIRDSLISSEEEEGLVRCVDGSSSFRSKKPIVGVIGPGSSSVAIQVQNLLQLFNIPQIAYSATSMDLSDKTLFKYFMRVVPSDAQQARAMVDIVKRYNWTYVSAVHTEGNYGESGMEAFKDMSAKEGICIAHSYKIYSNAGEQSFDKLLKKLRSHLPKARVVACFCEGMTVRGLLMAMRRLGLAGEFLLLGSDGWADRYDVTDGYQREAVGGITIKLQSPDVKWFDDYYLKLRPETNLRNPWFQEFWQHRFQCRLEGFAQENSKYNKTCNSSLTLRTHHVQDSKMGFVINAIYSMAYGLHNMQMSLCPGYAGLCDAMKPIDGRKLLDSLMKTNFTGVSGDMILFDENGDSPGRYEIMNFKEMGKDYFDYINVGSWDNGELKMDDDEVWS.... The pIC50 is 7.9.